From a dataset of Forward reaction prediction with 1.9M reactions from USPTO patents (1976-2016). Predict the product of the given reaction. Given the reactants Br[C:2]1[NH:3][C:4]2[C:9]([C:10]=1[CH:11]1[CH2:16][CH2:15][CH2:14][CH2:13][CH2:12]1)=[CH:8][CH:7]=[C:6]([C:17]([O:19][CH3:20])=[O:18])[CH:5]=2.CC1(C)C(C)(C)OB([C:29]2[CH:34]=[CH:33][CH:32]=[CH:31][C:30]=2[NH2:35])O1.C(=O)([O-])O.[Na+], predict the reaction product. The product is: [NH2:35][C:30]1[CH:31]=[CH:32][CH:33]=[CH:34][C:29]=1[C:2]1[NH:3][C:4]2[C:9]([C:10]=1[CH:11]1[CH2:16][CH2:15][CH2:14][CH2:13][CH2:12]1)=[CH:8][CH:7]=[C:6]([C:17]([O:19][CH3:20])=[O:18])[CH:5]=2.